Task: Predict the product of the given reaction.. Dataset: Forward reaction prediction with 1.9M reactions from USPTO patents (1976-2016) Given the reactants [NH:1]1[CH:5]=[CH:4][N:3]=[C:2]1[CH2:6][N:7]([CH2:14][C:15]1[CH:39]=[CH:38][C:18]([CH2:19][N:20]2[C@H:24]([C:25]([OH:27])=[O:26])[CH2:23][C:22]3([CH2:32][CH2:31][N:30]([CH2:33][C:34]([CH3:37])([CH3:36])[CH3:35])[CH2:29][CH2:28]3)[CH2:21]2)=[CH:17][CH:16]=1)[CH2:8][C:9]1[NH:10][CH:11]=[CH:12][N:13]=1.O[CH2:41][C:42]([N:44]([CH3:46])[CH3:45])=[O:43].C(N(C(C)C)CC)(C)C.C(=O)([O-])O.[Na+], predict the reaction product. The product is: [NH:1]1[CH:5]=[CH:4][N:3]=[C:2]1[CH2:6][N:7]([CH2:14][C:15]1[CH:16]=[CH:17][C:18]([CH2:19][N:20]2[C@H:24]([C:25]([O:27][CH2:41][C:42]([N:44]([CH3:46])[CH3:45])=[O:43])=[O:26])[CH2:23][C:22]3([CH2:32][CH2:31][N:30]([CH2:33][C:34]([CH3:35])([CH3:36])[CH3:37])[CH2:29][CH2:28]3)[CH2:21]2)=[CH:38][CH:39]=1)[CH2:8][C:9]1[NH:13][CH:12]=[CH:11][N:10]=1.